From a dataset of Full USPTO retrosynthesis dataset with 1.9M reactions from patents (1976-2016). Predict the reactants needed to synthesize the given product. (1) Given the product [C:41]([CH2:40][C:36]1([N:34]2[CH:35]=[C:31]([C:30]3[C:25]4[CH:24]=[CH:23][NH:22][C:26]=4[N:27]=[CH:28][N:29]=3)[CH:32]=[N:33]2)[CH2:39][N:38]([C:2]2[CH:3]=[CH:4][C:5]([C:8]([NH:13][CH2:11][CH3:12])=[O:10])=[N:6][CH:7]=2)[CH2:37]1)#[N:42], predict the reactants needed to synthesize it. The reactants are: Br[C:2]1[CH:3]=[CH:4][C:5]([C:8]([OH:10])=O)=[N:6][CH:7]=1.[CH2:11]([NH2:13])[CH3:12].Cl.Cl.C[Si](C)(C)CCOC[N:22]1[C:26]2[N:27]=[CH:28][N:29]=[C:30]([C:31]3[CH:32]=[N:33][N:34]([C:36]4([CH2:40][C:41]#[N:42])[CH2:39][NH:38][CH2:37]4)[CH:35]=3)[C:25]=2[CH:24]=[CH:23]1. (2) Given the product [CH2:16]([O:18][C:19]([C:20]1[S:21][C:2]2[CH2:7][CH2:6][CH2:5][CH2:4][C:3]=2[C:8]=1[NH2:9])=[O:22])[CH3:17], predict the reactants needed to synthesize it. The reactants are: Cl[C:2]1[CH2:7][CH2:6][CH2:5][CH2:4][C:3]=1[C:8]#[N:9].C([O-])([O-])=O.[K+].[K+].[CH2:16]([O:18][C:19](=[O:22])[CH2:20][SH:21])[CH3:17].